From a dataset of NCI-60 drug combinations with 297,098 pairs across 59 cell lines. Regression. Given two drug SMILES strings and cell line genomic features, predict the synergy score measuring deviation from expected non-interaction effect. (1) Drug 1: CNC(=O)C1=CC=CC=C1SC2=CC3=C(C=C2)C(=NN3)C=CC4=CC=CC=N4. Drug 2: C1CN(CCN1C(=O)CCBr)C(=O)CCBr. Cell line: U251. Synergy scores: CSS=37.8, Synergy_ZIP=-8.59, Synergy_Bliss=-1.37, Synergy_Loewe=1.04, Synergy_HSA=2.04. (2) Drug 1: CC1=C(C=C(C=C1)NC2=NC=CC(=N2)N(C)C3=CC4=NN(C(=C4C=C3)C)C)S(=O)(=O)N.Cl. Drug 2: CCN(CC)CCNC(=O)C1=C(NC(=C1C)C=C2C3=C(C=CC(=C3)F)NC2=O)C. Cell line: HCT116. Synergy scores: CSS=-1.50, Synergy_ZIP=0.708, Synergy_Bliss=0.489, Synergy_Loewe=-1.12, Synergy_HSA=-0.783. (3) Drug 1: C1=CN(C(=O)N=C1N)C2C(C(C(O2)CO)O)O.Cl. Drug 2: C1=CC=C(C(=C1)C(C2=CC=C(C=C2)Cl)C(Cl)Cl)Cl. Cell line: A498. Synergy scores: CSS=27.5, Synergy_ZIP=-6.20, Synergy_Bliss=2.25, Synergy_Loewe=-45.8, Synergy_HSA=2.60.